From a dataset of Merck oncology drug combination screen with 23,052 pairs across 39 cell lines. Regression. Given two drug SMILES strings and cell line genomic features, predict the synergy score measuring deviation from expected non-interaction effect. Drug 1: N#Cc1ccc(Cn2cncc2CN2CCN(c3cccc(Cl)c3)C(=O)C2)cc1. Drug 2: CCC1(O)C(=O)OCc2c1cc1n(c2=O)Cc2cc3c(CN(C)C)c(O)ccc3nc2-1. Cell line: NCIH520. Synergy scores: synergy=14.5.